From a dataset of Full USPTO retrosynthesis dataset with 1.9M reactions from patents (1976-2016). Predict the reactants needed to synthesize the given product. (1) The reactants are: [CH2:1]([O:3][C:4](=[O:13])[C:5]1[CH:10]=[CH:9][C:8]([OH:11])=[C:7]([OH:12])[CH:6]=1)[CH3:2].[CH2:14](Br)[C:15]1[CH:20]=[CH:19][CH:18]=[CH:17][CH:16]=1.C(=O)([O-])[O-].[K+].[K+].[K+].[Br-]. Given the product [CH2:1]([O:3][C:4](=[O:13])[C:5]1[CH:10]=[CH:9][C:8]([O:11][CH2:14][C:15]2[CH:20]=[CH:19][CH:18]=[CH:17][CH:16]=2)=[C:7]([O:12][CH2:4][C:5]2[CH:10]=[CH:9][CH:8]=[CH:7][CH:6]=2)[CH:6]=1)[CH3:2], predict the reactants needed to synthesize it. (2) Given the product [CH:7]1([N:11]2[CH2:17][CH2:16][C:15]3[CH:18]=[CH:19][C:20]([O:22][CH2:23][CH2:24][CH2:25][C:26](=[O:27])[N:1]4[CH2:6][CH2:5][CH2:4][CH2:3][CH2:2]4)=[CH:21][C:14]=3[CH2:13][CH2:12]2)[CH2:8][CH2:9][CH2:10]1, predict the reactants needed to synthesize it. The reactants are: [NH:1]1[CH2:6][CH2:5][CH2:4][CH2:3][CH2:2]1.[CH:7]1([N:11]2[CH2:17][CH2:16][C:15]3[CH:18]=[CH:19][C:20]([O:22][CH2:23][CH2:24][CH2:25][C:26](N4C=CN=C4)=[O:27])=[CH:21][C:14]=3[CH2:13][CH2:12]2)[CH2:10][CH2:9][CH2:8]1. (3) Given the product [CH:1]1([CH:7]([NH:18][C:19]2[CH:20]=[CH:21][C:22]([C:23]([NH:35][CH2:34][CH2:33][C:32]([O:31][CH2:29][CH3:30])=[O:36])=[O:24])=[CH:26][CH:27]=2)[C:8]2[O:16][C:15]3[C:10](=[N:11][CH:12]=[CH:13][CH:14]=3)[C:9]=2[CH3:17])[CH2:6][CH2:5][CH2:4][CH2:3][CH2:2]1, predict the reactants needed to synthesize it. The reactants are: [CH:1]1([CH:7]([NH:18][C:19]2[CH:27]=[CH:26][C:22]([C:23](O)=[O:24])=[CH:21][CH:20]=2)[C:8]2[O:16][C:15]3[C:10](=[N:11][CH:12]=[CH:13][CH:14]=3)[C:9]=2[CH3:17])[CH2:6][CH2:5][CH2:4][CH2:3][CH2:2]1.Cl.[CH2:29]([O:31][C:32](=[O:36])[CH2:33][CH2:34][NH2:35])[CH3:30].O.ON1C2C=CC=CC=2N=N1.Cl.C(N=C=NCCCN(C)C)C.[Cl-].[NH4+]. (4) Given the product [C:30]([O:38][CH:39]([C:47]([F:49])([F:50])[F:48])[C:40]([F:45])([F:46])[S:41]([O-:44])(=[O:43])=[O:42])(=[O:37])[C:31]1[CH:32]=[CH:33][CH:34]=[CH:35][CH:36]=1.[F:1][C:2]([F:15])([F:16])[CH2:3][O:4][C:5]1[C:14]2[C:9](=[CH:10][CH:11]=[CH:12][CH:13]=2)[C:8]([S+:21]2[CH2:17][CH2:18][CH2:19][CH2:20]2)=[CH:7][CH:6]=1, predict the reactants needed to synthesize it. The reactants are: [F:1][C:2]([F:16])([F:15])[CH2:3][O:4][C:5]1[C:14]2[C:9](=[CH:10][CH:11]=[CH:12][CH:13]=2)[CH:8]=[CH:7][CH:6]=1.[CH2:17]1[S:21](=O)[CH2:20][CH2:19][CH2:18]1.C(OC(C)C)(C)C.[C:30]([O:38][CH:39]([C:47]([F:50])([F:49])[F:48])[C:40]([F:46])([F:45])[S:41]([O-:44])(=[O:43])=[O:42])(=[O:37])[C:31]1[CH:36]=[CH:35][CH:34]=[CH:33][CH:32]=1.[Na+]. (5) Given the product [CH3:11][O:10][C:5]1[CH:4]=[C:3]([S:13][CH3:12])[CH:8]=[CH:7][C:6]=1[OH:9], predict the reactants needed to synthesize it. The reactants are: [Li].Br[C:3]1[CH:8]=[CH:7][C:6]([OH:9])=[C:5]([O:10][CH3:11])[CH:4]=1.[CH3:12][S:13]SC.Cl.